This data is from Full USPTO retrosynthesis dataset with 1.9M reactions from patents (1976-2016). The task is: Predict the reactants needed to synthesize the given product. Given the product [CH2:47]([NH:51][C:41](=[O:43])[CH2:40][CH:37]1[CH2:38][CH2:39][N:34]([C:32]([N:12]2[C@@:13]([C:25]3[CH:26]=[CH:27][C:28]([Cl:31])=[CH:29][CH:30]=3)([CH3:24])[C@@:14]([C:17]3[CH:22]=[CH:21][C:20]([Cl:23])=[CH:19][CH:18]=3)([CH3:16])[N:15]=[C:11]2[C:8]2[CH:9]=[N:10][C:5]([C:1]([CH3:3])([CH3:4])[CH3:2])=[CH:6][C:7]=2[O:44][CH2:45][CH3:46])=[O:33])[CH2:35][CH2:36]1)[CH2:48][CH2:49][CH3:50], predict the reactants needed to synthesize it. The reactants are: [C:1]([C:5]1[N:10]=[CH:9][C:8]([C:11]2[N:12]([C:32]([N:34]3[CH2:39][CH2:38][CH:37]([CH2:40][C:41]([OH:43])=O)[CH2:36][CH2:35]3)=[O:33])[C@@:13]([C:25]3[CH:30]=[CH:29][C:28]([Cl:31])=[CH:27][CH:26]=3)([CH3:24])[C@@:14]([C:17]3[CH:22]=[CH:21][C:20]([Cl:23])=[CH:19][CH:18]=3)([CH3:16])[N:15]=2)=[C:7]([O:44][CH2:45][CH3:46])[CH:6]=1)([CH3:4])([CH3:3])[CH3:2].[CH2:47]([NH2:51])[CH2:48][CH2:49][CH3:50].